From a dataset of Full USPTO retrosynthesis dataset with 1.9M reactions from patents (1976-2016). Predict the reactants needed to synthesize the given product. (1) Given the product [F:13][C:14]1[C:15]([I:20])=[CH:16][CH:17]=[CH:18][C:19]=1[CH:24]=[O:25], predict the reactants needed to synthesize it. The reactants are: C(NC(C)C)(C)C.[Li]CCCC.[F:13][C:14]1[CH:19]=[CH:18][CH:17]=[CH:16][C:15]=1[I:20].CN([CH:24]=[O:25])C. (2) Given the product [CH3:2][O:3][C:4](=[O:10])[CH2:5][CH2:6][CH2:7][N:8]([CH2:20][CH2:19][CH2:18][CH2:17][O:16][Si:15]([C:11]([CH3:12])([CH3:14])[CH3:13])([CH3:22])[CH3:23])[CH3:9], predict the reactants needed to synthesize it. The reactants are: Cl.[CH3:2][O:3][C:4](=[O:10])[CH2:5][CH2:6][CH2:7][NH:8][CH3:9].[C:11]([Si:15]([CH3:23])([CH3:22])[O:16][CH2:17][CH2:18][CH2:19][CH:20]=O)([CH3:14])([CH3:13])[CH3:12].[BH-](OC(C)=O)(OC(C)=O)OC(C)=O.[Na+].CC(O)=O. (3) Given the product [CH2:19]([P:23]([CH2:26][CH:27]([CH3:29])[CH3:28])(=[S:24])[S-:25])[CH:20]([CH3:22])[CH3:21].[CH2:19]([P:23]([CH2:26][CH:27]([CH3:29])[CH3:28])(=[S:24])[S-:25])[CH:20]([CH3:22])[CH3:21].[Ni+2:12], predict the reactants needed to synthesize it. The reactants are: O.O.O.O.O.O.Cl([O-])(=O)(=O)=O.[Ni+2:12].Cl([O-])(=O)(=O)=O.O.[CH2:19]([P:23]([CH2:26][CH:27]([CH3:29])[CH3:28])(=[S:25])[S-:24])[CH:20]([CH3:22])[CH3:21].[Na+].